Predict the reactants needed to synthesize the given product. From a dataset of Retrosynthesis with 50K atom-mapped reactions and 10 reaction types from USPTO. (1) Given the product C=C(C)[C@@H]1CC[C@]2(NCCN3CCS(=O)(=O)CC3)CC[C@]3(C)[C@H](CC[C@@H]4[C@@]5(C)CC=C(/C=C/c6ccc(C(=O)O)cc6)C(C)(C)[C@@H]5CC[C@]43C)[C@@H]12, predict the reactants needed to synthesize it. The reactants are: C=C(C)[C@@H]1CC[C@]2(NCCN3CCS(=O)(=O)CC3)CC[C@]3(C)[C@H](CC[C@@H]4[C@@]5(C)CC=C(/C=C/c6ccc(C(=O)OC)cc6)C(C)(C)[C@@H]5CC[C@]43C)[C@@H]12. (2) Given the product CCCc1ccc(OCc2ccc(OCc3nc(-c4ccccc4)oc3C)cc2)c(CC(=O)O)c1, predict the reactants needed to synthesize it. The reactants are: CCCc1ccc(OCc2ccc(OCc3nc(-c4ccccc4)oc3C)cc2)c(CC(=O)OC)c1. (3) Given the product CS(=O)(=O)n1cc(C(=O)C(Cl)c2ccccc2)c2cc(F)ccc21, predict the reactants needed to synthesize it. The reactants are: CS(=O)(=O)Cl.O=C(c1c[nH]c2ccc(F)cc12)C(Cl)c1ccccc1. (4) Given the product CO[C@H](c1ccc(C(F)(F)F)cc1CBr)C1CCCCC1, predict the reactants needed to synthesize it. The reactants are: BrC(Br)(Br)Br.CO[C@H](c1ccc(C(F)(F)F)cc1CO)C1CCCCC1.